Dataset: Full USPTO retrosynthesis dataset with 1.9M reactions from patents (1976-2016). Task: Predict the reactants needed to synthesize the given product. (1) Given the product [CH3:19][O:18][C:15]1[CH:16]=[C:17]2[C:12](=[CH:13][C:14]=1[O:20][CH3:21])[N:11]=[CH:10][N:9]=[C:8]2[C:6]1[NH:24][N:23]=[N:22][N:7]=1, predict the reactants needed to synthesize it. The reactants are: CN(C)C=O.[C:6]([C:8]1[C:17]2[C:12](=[CH:13][C:14]([O:20][CH3:21])=[C:15]([O:18][CH3:19])[CH:16]=2)[N:11]=[CH:10][N:9]=1)#[N:7].[N-:22]=[N+:23]=[N-:24].[Na+].[Cl-].[NH4+]. (2) Given the product [F:35][CH:2]([F:1])[O:3][C:4]1[N:9]=[C:8]([CH3:10])[C:7]([C:11]2[C:12]([CH3:33])=[C:13]([CH:30]=[CH:31][CH:32]=2)[CH2:14][NH:15][C:16]2[CH:29]=[CH:28][C:19]3[C@H:20]([CH2:23][C:24]([O-:26])=[O:25])[CH2:21][O:22][C:18]=3[CH:17]=2)=[C:6]([CH3:34])[N:5]=1.[Ca+2:40].[F:35][CH:2]([F:1])[O:3][C:4]1[N:9]=[C:8]([CH3:10])[C:7]([C:11]2[C:12]([CH3:33])=[C:13]([CH:30]=[CH:31][CH:32]=2)[CH2:14][NH:15][C:16]2[CH:29]=[CH:28][C:19]3[C@H:20]([CH2:23][C:24]([O-:26])=[O:25])[CH2:21][O:22][C:18]=3[CH:17]=2)=[C:6]([CH3:34])[N:5]=1, predict the reactants needed to synthesize it. The reactants are: [F:1][CH:2]([F:35])[O:3][C:4]1[N:9]=[C:8]([CH3:10])[C:7]([C:11]2[C:12]([CH3:33])=[C:13]([CH:30]=[CH:31][CH:32]=2)[CH2:14][NH:15][C:16]2[CH:29]=[CH:28][C:19]3[C@H:20]([CH2:23][C:24]([O:26]C)=[O:25])[CH2:21][O:22][C:18]=3[CH:17]=2)=[C:6]([CH3:34])[N:5]=1.[OH-].[Na+].Cl.[Cl-].[Ca+2:40].[Cl-]. (3) Given the product [Cl:12][C:13]1[CH:18]=[CH:17][CH:16]=[CH:15][C:14]=1[NH:4][C@@H:5]1[CH2:10][CH2:9][CH2:8][CH2:7][C@H:6]1[OH:11], predict the reactants needed to synthesize it. The reactants are: [OH-].[Na+].Cl.[NH2:4][CH:5]1[CH2:10][CH2:9][CH2:8][CH2:7][CH:6]1[OH:11].[Cl:12][C:13]1[CH:18]=[CH:17][CH:16]=[CH:15][C:14]=1I.C(O)(C)C. (4) Given the product [F:12][C:11]([F:14])([F:13])[CH:4]([NH:5][CH3:6])[CH:3]([O:7][CH3:8])[O:2][CH3:1], predict the reactants needed to synthesize it. The reactants are: [CH3:1][O:2][CH:3]([O:7][CH3:8])[CH:4]=[N:5][CH3:6].C(O)([C:11]([F:14])([F:13])[F:12])=O.C[Si](C)(C)C(F)(F)F.C([O-])(O)=O.[Na+]. (5) The reactants are: N(C(OC(C)C)=O)=NC(OC(C)C)=O.[OH:15][CH2:16][CH2:17][CH2:18][N:19]1[CH2:24][CH2:23][N:22]([C:25]([O:27][C:28]([CH3:31])([CH3:30])[CH3:29])=[O:26])[CH2:21][CH2:20]1.O[C:33]1[CH:40]=[CH:39][C:36]([CH:37]=[O:38])=[CH:35][CH:34]=1.C1(P(C2C=CC=CC=2)C2C=CC=CC=2)C=CC=CC=1. Given the product [CH:37]([C:36]1[CH:39]=[CH:40][C:33]([O:15][CH2:16][CH2:17][CH2:18][N:19]2[CH2:24][CH2:23][N:22]([C:25]([O:27][C:28]([CH3:31])([CH3:30])[CH3:29])=[O:26])[CH2:21][CH2:20]2)=[CH:34][CH:35]=1)=[O:38], predict the reactants needed to synthesize it. (6) Given the product [Cl:28][C:29]1[CH:30]=[CH:31][C:32]([C:35]2[N:36]=[C:37]3[CH:42]=[CH:41][C:40]([C:43]([N:50]4[CH2:54][CH2:53][CH:52]([OH:55])[CH2:51]4)=[O:45])=[CH:39][N:38]3[C:46]=2[CH2:47][OH:48])=[CH:33][CH:34]=1, predict the reactants needed to synthesize it. The reactants are: C(N(C(C)C)CC)(C)C.CCCP1(OP(CCC)(=O)OP(CCC)(=O)O1)=O.[Cl:28][C:29]1[CH:34]=[CH:33][C:32]([C:35]2[N:36]=[C:37]3[CH:42]=[CH:41][C:40]([C:43]([O-:45])=O)=[CH:39][N:38]3[C:46]=2[CH2:47][OH:48])=[CH:31][CH:30]=1.[Na+].[NH:50]1[CH2:54][CH2:53][CH:52]([OH:55])[CH2:51]1. (7) Given the product [CH3:6][N:7]1[CH2:12][CH2:11][N:10]([C:13]2[CH:20]=[CH:19][C:16]([CH:17]=[CH2:2])=[CH:15][CH:14]=2)[CH2:9][CH2:8]1, predict the reactants needed to synthesize it. The reactants are: [Li][CH2:2]CCC.[CH3:6][N:7]1[CH2:12][CH2:11][N:10]([C:13]2[CH:20]=[CH:19][C:16]([CH:17]=O)=[CH:15][CH:14]=2)[CH2:9][CH2:8]1.[NH4+].[Cl-].